Dataset: Catalyst prediction with 721,799 reactions and 888 catalyst types from USPTO. Task: Predict which catalyst facilitates the given reaction. (1) Reactant: [CH:1]1[C:9]2[C:8]3[CH:10]=[CH:11][CH:12]=[CH:13][C:7]=3[O:6][C:5]=2[C:4]([CH:14]=[O:15])=[CH:3][CH:2]=1.[BH4-].[Na+].O. Product: [CH:1]1[C:9]2[C:8]3[CH:10]=[CH:11][CH:12]=[CH:13][C:7]=3[O:6][C:5]=2[C:4]([CH2:14][OH:15])=[CH:3][CH:2]=1. The catalyst class is: 8. (2) Product: [Cl:28][C:26]1[CH:25]=[CH:24][C:23]([O:29][CH3:30])=[C:22]([C:21]2[C:20]3[C:15](=[CH:16][CH:17]=[C:18]([C:31]([F:32])([F:33])[F:34])[CH:19]=3)[NH:14][C:13](=[O:35])[C:12]=2[S:11][C:8]2[CH:9]=[CH:10][C:5]([C:4]([OH:36])=[O:3])=[CH:6][CH:7]=2)[CH:27]=1. The catalyst class is: 20. Reactant: C([O:3][C:4](=[O:36])[C:5]1[CH:10]=[CH:9][C:8]([S:11][C:12]2[C:13](=[O:35])[NH:14][C:15]3[C:20]([C:21]=2[C:22]2[CH:27]=[C:26]([Cl:28])[CH:25]=[CH:24][C:23]=2[O:29][CH3:30])=[CH:19][C:18]([C:31]([F:34])([F:33])[F:32])=[CH:17][CH:16]=3)=[CH:7][CH:6]=1)C.[OH-].[Na+].Cl. (3) Reactant: [CH2:1]([O:8][C:9]1[CH:10]=[CH:11][C:12]([C@@H:20]([O:47][Si:48]([C:51]([CH3:54])([CH3:53])[CH3:52])([CH3:50])[CH3:49])[CH2:21][N:22]([C:40]([O:42][C:43]([CH3:46])([CH3:45])[CH3:44])=[O:41])[CH2:23][CH2:24][C:25]2[CH:39]=[CH:38][C:28]([C:29]([O:31]C3C=CC=CC=3)=[O:30])=[CH:27][CH:26]=2)=[C:13]2[C:18]=1[NH:17][C:16](=[O:19])[CH:15]=[CH:14]2)[C:2]1[CH:7]=[CH:6][CH:5]=[CH:4][CH:3]=1.[OH-].[Na+]. Product: [CH2:1]([O:8][C:9]1[CH:10]=[CH:11][C:12]([C@@H:20]([O:47][Si:48]([C:51]([CH3:54])([CH3:53])[CH3:52])([CH3:49])[CH3:50])[CH2:21][N:22]([C:40]([O:42][C:43]([CH3:46])([CH3:44])[CH3:45])=[O:41])[CH2:23][CH2:24][C:25]2[CH:26]=[CH:27][C:28]([C:29]([OH:31])=[O:30])=[CH:38][CH:39]=2)=[C:13]2[C:18]=1[NH:17][C:16](=[O:19])[CH:15]=[CH:14]2)[C:2]1[CH:3]=[CH:4][CH:5]=[CH:6][CH:7]=1. The catalyst class is: 1. (4) The catalyst class is: 20. Reactant: [H-].[Na+].[CH3:3]CCCC.[CH3:8][O:9][C:10]1[CH:11]=[C:12]([CH:20]([OH:23])[C:21]#[CH:22])[CH:13]=[C:14]([O:18][CH3:19])[C:15]=1[O:16][CH3:17].COS(OC)(=O)=O. Product: [CH3:19][O:18][C:14]1[CH:13]=[C:12]([CH:20]([O:23][CH3:3])[C:21]#[CH:22])[CH:11]=[C:10]([O:9][CH3:8])[C:15]=1[O:16][CH3:17]. (5) Reactant: [CH2:1]([O:3][C:4](=[O:20])[CH2:5][C:6]1[CH:11]=[C:10]([N:12]2[CH2:17][CH2:16][N:15]([CH3:18])[CH2:14][CH2:13]2)[CH:9]=[CH:8][C:7]=1[NH2:19])[CH3:2].[C:21](OC(=O)C)(=[O:23])[CH3:22].C(N(CC)CC)C. Product: [CH2:1]([O:3][C:4](=[O:20])[CH2:5][C:6]1[CH:11]=[C:10]([N:12]2[CH2:13][CH2:14][N:15]([CH3:18])[CH2:16][CH2:17]2)[CH:9]=[CH:8][C:7]=1[NH:19][C:21](=[O:23])[CH3:22])[CH3:2]. The catalyst class is: 22. (6) The catalyst class is: 22. Reactant: C(OC([N:8]1[CH2:13][CH2:12][N:11]([C:14]2[C:19]([CH3:20])=[CH:18][C:17]([CH:21]3[CH2:25][CH2:24][CH2:23][CH2:22]3)=[CH:16][N:15]=2)[CH2:10][CH2:9]1)=O)(C)(C)C.Cl.C(OCC)(=O)C.[OH-].[Na+]. Product: [CH:21]1([C:17]2[CH:18]=[C:19]([CH3:20])[C:14]([N:11]3[CH2:10][CH2:9][NH:8][CH2:13][CH2:12]3)=[N:15][CH:16]=2)[CH2:22][CH2:23][CH2:24][CH2:25]1.